Dataset: Experimentally validated miRNA-target interactions with 360,000+ pairs, plus equal number of negative samples. Task: Binary Classification. Given a miRNA mature sequence and a target amino acid sequence, predict their likelihood of interaction. Result: 0 (no interaction). The miRNA is mmu-miR-875-3p with sequence CCUGAAAAUACUGAGGCUAUG. The protein sequence of the target gene is MRHTGSWKLWTWVTTFLLPACTCLTVRDKPETTCPTLRTERYQDDRNKSELSGFDLGESFALRHAFCEGDKTCFKLGSVLLIRDTVKIFPKGLPEEYAIAVMFRVRRSTKKERWFLWKILNQQNMAQISVVIDGTKKVVEFMFRGAEGDLLNYVFKNRELRPLFDRQWHKLGIGVQSRVLSLYMDCNLIASRHTEEKNSVDFQGRTIIAARASDGKPVDIELHQLRIYCNANFLAEESCCNLSPTKCPEQDDFGSTTSSWGTSNTGKMSSYLPGKQELKDTCQCIPNKEEAGLPGTLRSI....